Dataset: Full USPTO retrosynthesis dataset with 1.9M reactions from patents (1976-2016). Task: Predict the reactants needed to synthesize the given product. (1) Given the product [OH:22][CH2:21][CH2:20][N:17]1[C:5]2[C:6]([O:8][C@@H:9]([C@H:11]3[CH2:15][NH:14][C:13](=[O:16])[CH2:12]3)[CH3:10])=[N:7][C:2]([C:36]3[CH:37]=[CH:38][C:33]([N:30]4[CH2:31][CH2:32][N:27]([CH:25]5[CH2:26][O:23][CH2:24]5)[CH2:28][CH2:29]4)=[CH:34][CH:35]=3)=[CH:3][C:4]=2[N:19]=[CH:18]1, predict the reactants needed to synthesize it. The reactants are: Cl[C:2]1[N:7]=[C:6]([O:8][C@@H:9]([C@H:11]2[CH2:15][NH:14][C:13](=[O:16])[CH2:12]2)[CH3:10])[C:5]2[N:17]([CH2:20][CH2:21][OH:22])[CH:18]=[N:19][C:4]=2[CH:3]=1.[O:23]1[CH2:26][CH:25]([N:27]2[CH2:32][CH2:31][N:30]([C:33]3[CH:38]=[CH:37][C:36](B4OC(C)(C)C(C)(C)O4)=[CH:35][CH:34]=3)[CH2:29][CH2:28]2)[CH2:24]1.C(=O)([O-])[O-].[Cs+].[Cs+].ClCCl. (2) The reactants are: [NH2:1][C:2]1([C:13]([OH:15])=[O:14])[CH2:5][N:4]([C:6]([O:8][C:9]([CH3:12])([CH3:11])[CH3:10])=[O:7])[CH2:3]1.C(=O)([O-])[O-].[Na+].[Na+].O.[C:23](Cl)(=[O:39])[O:24][CH2:25][CH:26]1[C:38]2[CH:37]=[CH:36][CH:35]=[CH:34][C:33]=2[C:32]2[C:27]1=[CH:28][CH:29]=[CH:30][CH:31]=2. Given the product [CH:37]1[C:38]2[CH:26]([CH2:25][O:24][C:23]([NH:1][C:2]3([C:13]([OH:15])=[O:14])[CH2:5][N:4]([C:6]([O:8][C:9]([CH3:12])([CH3:10])[CH3:11])=[O:7])[CH2:3]3)=[O:39])[C:27]3[C:32](=[CH:31][CH:30]=[CH:29][CH:28]=3)[C:33]=2[CH:34]=[CH:35][CH:36]=1, predict the reactants needed to synthesize it. (3) Given the product [CH2:1]([O:8][C:9]1[CH:14]=[C:13]([CH3:15])[N:12]([C:16]2[C:17]([Cl:23])=[CH:18][CH:19]=[CH:20][C:21]=2[Cl:22])[C:11](=[O:24])[C:10]=1[Br:49])[C:2]1[CH:7]=[CH:6][CH:5]=[CH:4][CH:3]=1, predict the reactants needed to synthesize it. The reactants are: [CH2:1]([O:8][C:9]1[CH:14]=[C:13]([CH3:15])[N:12]([C:16]2[C:21]([Cl:22])=[CH:20][CH:19]=[CH:18][C:17]=2[Cl:23])[C:11](=[O:24])[CH:10]=1)[C:2]1[CH:7]=[CH:6][CH:5]=[CH:4][CH:3]=1.ClC1C=CC=C(Cl)C=1N1C(C)=CC(O)=CC1=O.C([Br:49])C1C=CC=CC=1. (4) Given the product [CH3:1][N:8]([S:5]([CH3:4])(=[O:7])=[O:6])[C:9]1[CH:10]=[C:11]([CH:16]=[CH:17][CH:18]=1)[C:12]([O:14][CH3:15])=[O:13], predict the reactants needed to synthesize it. The reactants are: [CH3:1][O-].[Na+].[CH3:4][S:5]([NH:8][C:9]1[CH:10]=[C:11]([CH:16]=[CH:17][CH:18]=1)[C:12]([O:14][CH3:15])=[O:13])(=[O:7])=[O:6].CI.